Dataset: Forward reaction prediction with 1.9M reactions from USPTO patents (1976-2016). Task: Predict the product of the given reaction. (1) Given the reactants C([N:8]1[CH2:31][CH:30]([C:32]2[N:33]([CH3:37])[CH:34]=[CH:35][N:36]=2)[O:29][C:10]2([CH2:15][CH2:14][N:13]([C:16]([C:18]3[CH:23]=[CH:22][C:21]([O:24][CH:25]([CH3:27])[CH3:26])=[C:20]([CH3:28])[CH:19]=3)=[O:17])[CH2:12][CH2:11]2)[CH2:9]1)C1C=CC=CC=1.C([O-])=O.[NH4+], predict the reaction product. The product is: [CH:25]([O:24][C:21]1[CH:22]=[CH:23][C:18]([C:16]([N:13]2[CH2:14][CH2:15][C:10]3([O:29][CH:30]([C:32]4[N:33]([CH3:37])[CH:34]=[CH:35][N:36]=4)[CH2:31][NH:8][CH2:9]3)[CH2:11][CH2:12]2)=[O:17])=[CH:19][C:20]=1[CH3:28])([CH3:27])[CH3:26]. (2) The product is: [CH3:15][C@@:8]1([CH2:7][S:5]([Cl:21])(=[O:20])=[O:6])[C:9](=[O:14])[NH:10][C:11](=[O:13])[NH:12]1. Given the reactants C([S:5]([CH2:7][C@@:8]1([CH3:15])[NH:12][C:11](=[O:13])[NH:10][C:9]1=[O:14])=[O:6])(C)(C)C.C(O)(=O)C.[OH2:20].[Cl:21]Cl.C1(C)C=CC=CC=1.CCCC(C)C, predict the reaction product. (3) The product is: [O:17]1[C:18]2[CH:19]=[CH:20][C:21]([C:9]3([OH:12])[C:10](=[O:11])[N:6]([CH2:1][CH2:2][CH2:3][CH2:4][CH3:5])[N:7]4[CH:15]=[CH:14][CH:13]=[C:8]34)=[CH:22][C:23]=2[O:24][CH2:16]1. Given the reactants [CH2:1]([N:6]1[C:10](=[O:11])[C:9](=[O:12])[C:8]2=[CH:13][CH:14]=[CH:15][N:7]12)[CH2:2][CH2:3][CH2:4][CH3:5].[CH2:16]1[O:24][C:23]2[C:18](=[CH:19][CH:20]=[C-:21][CH:22]=2)[O:17]1.[Mg+2].[Br-], predict the reaction product.